This data is from Forward reaction prediction with 1.9M reactions from USPTO patents (1976-2016). The task is: Predict the product of the given reaction. (1) Given the reactants [CH2:1]([NH:8][CH2:9][C:10]1[CH:15]=[CH:14][CH:13]=[CH:12][CH:11]=1)[C:2]1[CH:7]=[CH:6][CH:5]=[CH:4][CH:3]=1.[Br-].[Li+].[CH2:18]([C@H:20]1[O:22][CH2:21]1)[Cl:19], predict the reaction product. The product is: [Cl:19][CH2:18][C@@H:20]([OH:22])[CH2:21][N:8]([CH2:1][C:2]1[CH:7]=[CH:6][CH:5]=[CH:4][CH:3]=1)[CH2:9][C:10]1[CH:15]=[CH:14][CH:13]=[CH:12][CH:11]=1. (2) Given the reactants Cl[C:2]1[N:7]=[C:6]([CH3:8])[CH:5]=[CH:4][N:3]=1.O.[NH2:10][NH2:11], predict the reaction product. The product is: [NH:10]([C:2]1[N:7]=[C:6]([CH3:8])[CH:5]=[CH:4][N:3]=1)[NH2:11]. (3) The product is: [CH:1]1([CH:4]([N:8]2[CH2:9][C:10]3=[CH:11][NH:12][C:13]4[C:18]3=[C:17]([CH:16]=[CH:15][N:14]=4)[C:19]2=[O:21])[CH2:5][CH2:6][OH:7])[CH2:3][CH2:2]1. Given the reactants [CH:1]1([CH:4]([NH:8][CH2:9][C:10]2[C:18]3[C:17]([C:19]([O:21]C)=O)=[CH:16][CH:15]=[N:14][C:13]=3[N:12](C(OC(C)(C)C)=O)[CH:11]=2)[CH2:5][CH2:6][OH:7])[CH2:3][CH2:2]1.[OH-].[Na+].Cl.CN(C(ON1N=NC2C=CC=NC1=2)=[N+](C)C)C.F[P-](F)(F)(F)(F)F, predict the reaction product.